From a dataset of Full USPTO retrosynthesis dataset with 1.9M reactions from patents (1976-2016). Predict the reactants needed to synthesize the given product. (1) Given the product [O:21]1[CH2:25][CH2:24][CH:23]([CH2:26][NH:27][C:17]([C:14]2[CH:13]=[C:12]([CH2:11][C:2]3[CH:3]=[CH:4][C:5]4[C:10](=[CH:9][CH:8]=[CH:7][CH:6]=4)[CH:1]=3)[O:16][N:15]=2)=[O:19])[CH2:22]1, predict the reactants needed to synthesize it. The reactants are: [CH:1]1[C:10]2[C:5](=[CH:6][CH:7]=[CH:8][CH:9]=2)[CH:4]=[CH:3][C:2]=1[CH2:11][C:12]1[O:16][N:15]=[C:14]([C:17]([OH:19])=O)[CH:13]=1.Cl.[O:21]1[CH2:25][CH2:24][CH:23]([CH2:26][NH2:27])[CH2:22]1.C(N(CC)CC)C.ON1C2C=CC=CC=2N=N1.Cl.C(N=C=NCCCN(C)C)C. (2) Given the product [Cl-:19].[CH2:20]([N+:10]1[CH2:11][CH2:12][N:8]([CH2:7][CH2:6][CH2:5][Si:4]([O:13][CH2:14][CH3:15])([O:16][CH2:17][CH3:18])[O:3][CH2:1][CH3:2])[CH:9]=1)[CH2:21][CH2:22][CH3:23], predict the reactants needed to synthesize it. The reactants are: [CH2:1]([O:3][Si:4]([O:16][CH2:17][CH3:18])([O:13][CH2:14][CH3:15])[CH2:5][CH2:6][CH2:7][N:8]1[CH2:12][CH2:11][N:10]=[CH:9]1)[CH3:2].[Cl:19][CH2:20][CH2:21][CH2:22][CH3:23].